Dataset: Catalyst prediction with 721,799 reactions and 888 catalyst types from USPTO. Task: Predict which catalyst facilitates the given reaction. (1) Reactant: [C:1]([O:5][C:6]([N:8]1[CH2:13][C@H:12]([C:14]([O:16][CH3:17])=[O:15])[CH2:11][C@H:10](C(O)=O)[CH2:9]1)=[O:7])([CH3:4])([CH3:3])[CH3:2].C1(P([N:35]=[N+]=[N-])(C2C=CC=CC=2)=O)C=CC=CC=1.C(N(CC)CC)C.C(O)C1C=CC=CC=1. Product: [NH2:35][C@@H:10]1[CH2:9][N:8]([C:6]([O:5][C:1]([CH3:4])([CH3:3])[CH3:2])=[O:7])[CH2:13][C@H:12]([C:14]([O:16][CH3:17])=[O:15])[CH2:11]1. The catalyst class is: 11. (2) Reactant: [Cl:1][C:2]1[CH:3]=[CH:4][C:5]([F:19])=[C:6]([C:8]2[N:17]=[C:16](I)[C:15]3[CH2:14][CH2:13][CH2:12][CH2:11][C:10]=3[N:9]=2)[CH:7]=1.C1C=CC(P(C2C(C3C(P(C4C=CC=CC=4)C4C=CC=CC=4)=CC=C4C=3C=CC=C4)=C3C(C=CC=C3)=CC=2)C2C=CC=CC=2)=CC=1.[NH2:66][C:67]1[CH:72]=[CH:71][N:70]=[CH:69][C:68]=1[CH3:73].C([O-])([O-])=O.[Cs+].[Cs+]. Product: [Cl:1][C:2]1[CH:3]=[CH:4][C:5]([F:19])=[C:6]([C:8]2[N:17]=[C:16]([NH:66][C:67]3[CH:72]=[CH:71][N:70]=[CH:69][C:68]=3[CH3:73])[C:15]3[CH2:14][CH2:13][CH2:12][CH2:11][C:10]=3[N:9]=2)[CH:7]=1. The catalyst class is: 231. (3) Product: [CH3:25][O:24][C@@H:17]1[CH2:16][C@@H:15]([NH:14][C:2]2[C:7]([N+:8]([O-:10])=[O:9])=[CH:6][N:5]=[C:4]3[CH:11]=[CH:12][S:13][C:3]=23)[CH2:20][CH2:19][C@@H:18]1[CH2:21][C:22]#[N:23]. Reactant: Cl[C:2]1[C:7]([N+:8]([O-:10])=[O:9])=[CH:6][N:5]=[C:4]2[CH:11]=[CH:12][S:13][C:3]=12.[NH2:14][C@H:15]1[CH2:20][CH2:19][C@H:18]([CH2:21][C:22]#[N:23])[C@H:17]([O:24][CH3:25])[CH2:16]1.C(N(CC)C(C)C)(C)C. The catalyst class is: 32. (4) Reactant: [NH2:1][C:2]1[N:3]=[C:4]2[CH:9]=[CH:8][C:7]([O:10][C:11]3[CH:12]=[C:13]([NH:17][C:18]([C:20]4[N:24]([CH3:25])[N:23]=[C:22]([CH3:26])[CH:21]=4)=[O:19])[CH:14]=[CH:15][CH:16]=3)=[CH:6][N:5]2[CH:27]=1.C(N(CC)CC)C.[CH:35]1([C:38](Cl)=[O:39])[CH2:37][CH2:36]1. Product: [CH:35]1([C:38]([NH:1][C:2]2[N:3]=[C:4]3[CH:9]=[CH:8][C:7]([O:10][C:11]4[CH:12]=[C:13]([NH:17][C:18]([C:20]5[N:24]([CH3:25])[N:23]=[C:22]([CH3:26])[CH:21]=5)=[O:19])[CH:14]=[CH:15][CH:16]=4)=[CH:6][N:5]3[CH:27]=2)=[O:39])[CH2:37][CH2:36]1. The catalyst class is: 30. (5) Reactant: C(O)(C(F)(F)F)=O.C([SiH](C(C)C)C(C)C)(C)C.[N:18]([CH2:21][C@H:22]1[O:26][C:25](=[O:27])[N:24]([C:28]2[CH:33]=[CH:32][C:31]([S:34][C:35](C3C=CC=CC=3)(C3C=CC=CC=3)C3C=CC=CC=3)=[C:30]([F:54])[CH:29]=2)[CH2:23]1)=[N+:19]=[N-:20].C(N(CC)CC)C. Product: [N:18]([CH2:21][C@H:22]1[O:26][C:25](=[O:27])[N:24]([C:28]2[CH:33]=[CH:32][C:31]([S:34][CH3:35])=[C:30]([F:54])[CH:29]=2)[CH2:23]1)=[N+:19]=[N-:20]. The catalyst class is: 2. (6) Reactant: N(C(OCC)=O)=NC(OCC)=O.[NH2:13][C:14]1[N:19]=[CH:18][N:17]=[C:16]2[NH:20][N:21]=[C:22]([C:23]3[CH:28]=[CH:27][C:26]([NH:29][C:30](=[O:42])[C:31]4[CH:36]=[CH:35][C:34]([C:37]([F:40])([F:39])[F:38])=[CH:33][C:32]=4[F:41])=[C:25]([O:43][CH3:44])[CH:24]=3)[C:15]=12.C1(P(C2C=CC=CC=2)C2C=CC=CC=2)C=CC=CC=1.[O:64]1[CH2:69][CH2:68][CH:67](O)[CH2:66][CH2:65]1. Product: [NH2:13][C:14]1[N:19]=[CH:18][N:17]=[C:16]2[N:20]([CH:67]3[CH2:68][CH2:69][O:64][CH2:65][CH2:66]3)[N:21]=[C:22]([C:23]3[CH:28]=[CH:27][C:26]([NH:29][C:30](=[O:42])[C:31]4[CH:36]=[CH:35][C:34]([C:37]([F:39])([F:40])[F:38])=[CH:33][C:32]=4[F:41])=[C:25]([O:43][CH3:44])[CH:24]=3)[C:15]=12. The catalyst class is: 7. (7) Reactant: [NH:1]1[C:5]2[CH:6]=[CH:7][CH:8]=[CH:9][C:4]=2[N:3]=[C:2]1[CH2:10][N:11]1[C@@H:24]2[C@@H:15]([CH2:16][CH2:17][C:18]3[C:23]2=[N:22][CH:21]=[CH:20][CH:19]=3)[CH2:14][CH2:13][CH2:12]1.C(=O)([O-])[O-].[K+].[K+].[I-].[K+].Cl.Cl[CH2:35][CH2:36][CH2:37][N:38]([CH3:40])[CH3:39]. Product: [N:11]1([CH2:10][C:2]2[N:3]([CH2:35][CH2:36][CH2:37][N:38]([CH3:40])[CH3:39])[C:4]3[CH:9]=[CH:8][CH:7]=[CH:6][C:5]=3[N:1]=2)[C@@H:24]2[C@@H:15]([CH2:16][CH2:17][C:18]3[C:23]2=[N:22][CH:21]=[CH:20][CH:19]=3)[CH2:14][CH2:13][CH2:12]1. The catalyst class is: 35.